From a dataset of Forward reaction prediction with 1.9M reactions from USPTO patents (1976-2016). Predict the product of the given reaction. (1) Given the reactants Cl[C:2]1[CH:7]=[CH:6][N:5]=[C:4]2[NH:8][C:9]([C:11]([F:14])([F:13])[F:12])=[CH:10][C:3]=12.Cl.[I-:16].[Na+].[OH-].[Na+], predict the reaction product. The product is: [I:16][C:2]1[CH:7]=[CH:6][N:5]=[C:4]2[NH:8][C:9]([C:11]([F:14])([F:13])[F:12])=[CH:10][C:3]=12. (2) The product is: [Cl:1][C:2]1[CH:3]=[C:4]([N:9]([CH2:25][C:26]2[CH:31]=[CH:30][C:29]([O:32][CH3:33])=[C:28]([O:34][CH3:35])[CH:27]=2)[C:10]2[C:19]3[C:14](=[CH:15][C:16]([O:23][CH3:24])=[C:17]([NH2:20])[CH:18]=3)[N:13]=[CH:12][N:11]=2)[CH:5]=[CH:6][C:7]=1[F:8]. Given the reactants [Cl:1][C:2]1[CH:3]=[C:4]([N:9]([CH2:25][C:26]2[CH:31]=[CH:30][C:29]([O:32][CH3:33])=[C:28]([O:34][CH3:35])[CH:27]=2)[C:10]2[C:19]3[C:14](=[CH:15][C:16]([O:23][CH3:24])=[C:17]([N+:20]([O-])=O)[CH:18]=3)[N:13]=[CH:12][N:11]=2)[CH:5]=[CH:6][C:7]=1[F:8].[H][H], predict the reaction product. (3) Given the reactants [CH3:1][O:2][C:3]1[CH:8]=[CH:7][C:6]([C:9]2[CH:14]=[CH:13][C:12]([CH:15]=O)=[CH:11][CH:10]=2)=[CH:5][CH:4]=1.[C@@H:17]1([NH2:27])[C:26]2[C:21](=[CH:22][CH:23]=[CH:24][CH:25]=2)[CH2:20][CH2:19][CH2:18]1, predict the reaction product. The product is: [CH3:1][O:2][C:3]1[CH:8]=[CH:7][C:6]([C:9]2[CH:14]=[CH:13][C:12]([CH2:15][NH:27][C@@H:17]3[C:26]4[C:21](=[CH:22][CH:23]=[CH:24][CH:25]=4)[CH2:20][CH2:19][CH2:18]3)=[CH:11][CH:10]=2)=[CH:5][CH:4]=1. (4) The product is: [CH3:34][N:21]([C@@H:22]([C:30](=[O:33])[NH:31][CH3:32])[CH2:23][C:24]1[CH:25]=[CH:26][CH:27]=[CH:28][CH:29]=1)[C:20](=[O:35])[C@H:8]([NH:7][CH3:6])[CH2:9][C:10]1[C:19]2[C:14](=[CH:15][CH:16]=[CH:17][CH:18]=2)[CH:13]=[CH:12][CH:11]=1. Given the reactants C(O[C:6](=O)[N:7](C)[C@@H:8]([C:20](=[O:35])[N:21]([CH3:34])[C@@H:22]([C:30](=[O:33])[NH:31][CH3:32])[CH2:23][C:24]1[CH:29]=[CH:28][CH:27]=[CH:26][CH:25]=1)[CH2:9][C:10]1[C:19]2[C:14](=[CH:15][CH:16]=[CH:17][CH:18]=2)[CH:13]=[CH:12][CH:11]=1)(C)(C)C.FC(F)(F)C(O)=O.O.C(=O)([O-])O.[Na+], predict the reaction product. (5) Given the reactants [Br:1][C:2]1[C:7]2[O:8][CH:9]([CH2:19]O)[CH2:10][N:11]([C:12]([O:14][C:15]([CH3:18])([CH3:17])[CH3:16])=[O:13])[C:6]=2[CH:5]=[CH:4][CH:3]=1.[N-:21]=[N+:22]=[N-:23].[Na+], predict the reaction product. The product is: [N:21]([CH2:19][CH:9]1[O:8][C:7]2[C:2]([Br:1])=[CH:3][CH:4]=[CH:5][C:6]=2[N:11]([C:12]([O:14][C:15]([CH3:18])([CH3:17])[CH3:16])=[O:13])[CH2:10]1)=[N+:22]=[N-:23].